This data is from Full USPTO retrosynthesis dataset with 1.9M reactions from patents (1976-2016). The task is: Predict the reactants needed to synthesize the given product. Given the product [C:15]([O:18][C:10]1[C:11]([CH3:13])=[N:12][N:8]([C:5]2[CH:6]=[CH:7][C:2]([F:1])=[CH:3][CH:4]=2)[N:9]=1)(=[O:17])[CH3:16], predict the reactants needed to synthesize it. The reactants are: [F:1][C:2]1[CH:7]=[CH:6][C:5]([N:8]2[N:12]=[C:11]([CH3:13])[CH:10]=[N+:9]2[O-])=[CH:4][CH:3]=1.[C:15]([O:18]C(=O)C)(=[O:17])[CH3:16].